From a dataset of Forward reaction prediction with 1.9M reactions from USPTO patents (1976-2016). Predict the product of the given reaction. Given the reactants [Cl:1][C:2]1[CH:11]=[CH:10][C:5]([C:6]([O:8][CH3:9])=[O:7])=[CH:4][C:3]=1[N+:12]([O-])=O, predict the reaction product. The product is: [Cl:1][C:2]1[CH:11]=[CH:10][C:5]([C:6]([O:8][CH3:9])=[O:7])=[CH:4][C:3]=1[NH2:12].